The task is: Predict the reaction yield, written as a fraction of the theoretical maximum amount of product (1.0 means a 100% yield; for example, 0.34 means a 34% yield).. This data is from Reaction yield outcomes from USPTO patents with 853,638 reactions. (1) The reactants are [Br:1][C:2]1[CH:10]=[CH:9][CH:8]=[CH:7][C:3]=1[C@H:4](O)[CH3:5].C1(P([N:25]=[N+:26]=[N-:27])(C2C=CC=CC=2)=O)C=CC=CC=1.N12CCCN=C1CCCCC2. The catalyst is C1COCC1. The product is [N:25]([C@H:4]([C:3]1[CH:7]=[CH:8][CH:9]=[CH:10][C:2]=1[Br:1])[CH3:5])=[N+:26]=[N-:27]. The yield is 0.840. (2) The reactants are [Cl:1][C:2]1[CH:3]=[CH:4][C:5]([O:17][CH2:18][C:19]2[CH:24]=[CH:23][CH:22]=[CH:21][CH:20]=2)=[C:6]([CH2:8][C:9]2[S:10][CH:11]=[C:12]([C:14]([OH:16])=O)[N:13]=2)[CH:7]=1.CN1CCOCC1.O.ON1C2C=CC=CC=2N=N1.CN(C)CCCN=C=NCC.Cl.[CH3:55][O:56][NH:57][CH3:58]. The catalyst is ClCCl.C(OCC)(=O)C. The product is [Cl:1][C:2]1[CH:3]=[CH:4][C:5]([O:17][CH2:18][C:19]2[CH:24]=[CH:23][CH:22]=[CH:21][CH:20]=2)=[C:6]([CH2:8][C:9]2[S:10][CH:11]=[C:12]([C:14]([N:57]([CH3:58])[O:56][CH3:55])=[O:16])[N:13]=2)[CH:7]=1. The yield is 0.800. (3) The reactants are [NH2:1][C:2]([C:4]1[CH:5]=[N:6][C:7]2[C:12]([C:13]=1[NH:14][C:15]1[CH:16]=[C:17]([CH:23]=[CH:24][CH:25]=1)[C:18]([O:20]CC)=[O:19])=[CH:11][CH:10]=[C:9](Br)[CH:8]=2)=[O:3].[Cl:27][C:28]1[C:33](B(O)O)=[CH:32][CH:31]=[C:30]([O:37][CH3:38])[N:29]=1.C(=O)([O-])[O-].[K+].[K+].[OH-].[Na+]. The catalyst is O1CCOCC1.O.C(O)C.C1C=CC([P]([Pd]([P](C2C=CC=CC=2)(C2C=CC=CC=2)C2C=CC=CC=2)([P](C2C=CC=CC=2)(C2C=CC=CC=2)C2C=CC=CC=2)[P](C2C=CC=CC=2)(C2C=CC=CC=2)C2C=CC=CC=2)(C2C=CC=CC=2)C2C=CC=CC=2)=CC=1. The product is [NH2:1][C:2]([C:4]1[CH:5]=[N:6][C:7]2[C:12]([C:13]=1[NH:14][C:15]1[CH:16]=[C:17]([CH:23]=[CH:24][CH:25]=1)[C:18]([OH:20])=[O:19])=[CH:11][CH:10]=[C:9]([C:33]1[C:28]([Cl:27])=[N:29][C:30]([O:37][CH3:38])=[CH:31][CH:32]=1)[CH:8]=2)=[O:3]. The yield is 0.150. (4) The reactants are P(Br)(Br)[Br:2].[CH2:5]([C:13]1[CH:20]=[CH:19][C:16]([CH2:17]O)=[CH:15][CH:14]=1)[CH2:6][CH2:7][CH2:8][CH2:9][CH2:10][CH2:11][CH3:12]. The catalyst is CCOCC. The product is [CH2:5]([C:13]1[CH:20]=[CH:19][C:16]([CH2:17][Br:2])=[CH:15][CH:14]=1)[CH2:6][CH2:7][CH2:8][CH2:9][CH2:10][CH2:11][CH3:12]. The yield is 0.400. (5) The reactants are [H-].[Na+].[C:3]1([CH:9]2[CH2:13][CH2:12][NH:11][CH2:10]2)[CH:8]=[CH:7][CH:6]=[CH:5][CH:4]=1.[Cl:14][C:15]1[CH:16]=[C:17]2[C:21](=[CH:22][CH:23]=1)[NH:20][CH:19]=[C:18]2[CH2:24][CH2:25][NH:26][C:27](=O)[O:28]C1C=CC=CC=1. The catalyst is C1COCC1. The product is [Cl:14][C:15]1[CH:16]=[C:17]2[C:21](=[CH:22][CH:23]=1)[NH:20][CH:19]=[C:18]2[CH2:24][CH2:25][NH:26][C:27]([N:11]1[CH2:12][CH2:13][CH:9]([C:3]2[CH:8]=[CH:7][CH:6]=[CH:5][CH:4]=2)[CH2:10]1)=[O:28]. The yield is 0.350. (6) The yield is 0.170. The reactants are Br[C:2]1[CH:7]=[CH:6][C:5]([OH:8])=[CH:4][N:3]=1.[CH:9]1[C:18]2[C:13](=[CH:14][CH:15]=[CH:16][CH:17]=2)[CH:12]=[CH:11][C:10]=1B(O)O.C(=O)([O-])[O-].[Na+].[Na+]. The catalyst is C1COCC1.CCOC(C)=O. The product is [CH:17]1[C:18]2[C:13](=[CH:12][CH:11]=[CH:10][CH:9]=2)[CH:14]=[CH:15][C:16]=1[C:2]1[N:3]=[CH:4][C:5]([OH:8])=[CH:6][CH:7]=1. (7) The reactants are [CH2:1]([C:3]1[N:7]([CH3:8])[N:6]=[C:5]([C:9]([O:11]CC)=[O:10])[CH:4]=1)[CH3:2].[OH-].[Na+]. The catalyst is C(O)C.O. The product is [CH2:1]([C:3]1[N:7]([CH3:8])[N:6]=[C:5]([C:9]([OH:11])=[O:10])[CH:4]=1)[CH3:2]. The yield is 0.470.